From a dataset of Catalyst prediction with 721,799 reactions and 888 catalyst types from USPTO. Predict which catalyst facilitates the given reaction. (1) Product: [Cl:1][C:2]1[CH:8]=[C:7]([F:9])[C:5]([N:6]=[C:20]=[S:21])=[C:4]([F:10])[CH:3]=1. The catalyst class is: 2. Reactant: [Cl:1][C:2]1[CH:8]=[C:7]([F:9])[C:5]([NH2:6])=[C:4]([F:10])[CH:3]=1.CCN(C(C)C)C(C)C.[C:20](Cl)(Cl)=[S:21]. (2) Reactant: C(OC([N:8]1[CH2:13][CH2:12][CH:11]([NH:14][C:15]2[CH:16]=[N:17][C:18]([N+:21]([O-:23])=[O:22])=[CH:19][CH:20]=2)[CH2:10][CH2:9]1)=O)(C)(C)C.FC(F)(F)C(O)=O.[ClH:31]. Product: [ClH:31].[N+:21]([C:18]1[N:17]=[CH:16][C:15]([NH:14][CH:11]2[CH2:12][CH2:13][NH:8][CH2:9][CH2:10]2)=[CH:20][CH:19]=1)([O-:23])=[O:22].[ClH:31]. The catalyst class is: 269.